This data is from Acute oral toxicity (LD50) regression data from Zhu et al.. The task is: Regression/Classification. Given a drug SMILES string, predict its toxicity properties. Task type varies by dataset: regression for continuous values (e.g., LD50, hERG inhibition percentage) or binary classification for toxic/non-toxic outcomes (e.g., AMES mutagenicity, cardiotoxicity, hepatotoxicity). Dataset: ld50_zhu. (1) The molecule is O=NN(CCCl)C(=O)NC1CCCCC1. The rat oral LD50 is 3.52, given as -log10 of the dose in mol/kg body weight (higher means more acutely toxic). (2) The molecule is CCC(C)NCC(O)c1ccc(N)cc1. The rat oral LD50 is 2.51, given as -log10 of the dose in mol/kg body weight (higher means more acutely toxic).